Dataset: Forward reaction prediction with 1.9M reactions from USPTO patents (1976-2016). Task: Predict the product of the given reaction. (1) Given the reactants [CH2:1]([N:3]1[C:7]2[N:8]=[C:9]([C:18]3[CH:23]=[CH:22][C:21]([NH2:24])=[CH:20][CH:19]=3)[N:10]=[C:11]([N:12]3[CH2:17][CH2:16][O:15][CH2:14][CH2:13]3)[C:6]=2[N:5]=[N:4]1)[CH3:2].[CH3:25][O:26][C:27](=[O:37])[C:28]1[CH:33]=[CH:32][C:31]([N:34]=[C:35]=[O:36])=[CH:30][CH:29]=1, predict the reaction product. The product is: [CH2:1]([N:3]1[C:7]2[N:8]=[C:9]([C:18]3[CH:23]=[CH:22][C:21]([NH:24][C:35]([NH:34][C:31]4[CH:32]=[CH:33][C:28]([C:27]([O:26][CH3:25])=[O:37])=[CH:29][CH:30]=4)=[O:36])=[CH:20][CH:19]=3)[N:10]=[C:11]([N:12]3[CH2:13][CH2:14][O:15][CH2:16][CH2:17]3)[C:6]=2[N:5]=[N:4]1)[CH3:2]. (2) Given the reactants C([NH:7][C:8]1[CH:38]=[CH:37][C:11]([C:12]([C:14]2[CH:23]=[C:22]3[C:17]([N:18]=[CH:19][C:20]([CH:24]4[CH2:29][CH2:28][N:27](C(OC(C)(C)C)=O)[CH2:26][CH2:25]4)=[N:21]3)=[CH:16][CH:15]=2)=[O:13])=[CH:10][CH:9]=1)(=O)C(C)(C)C.Cl, predict the reaction product. The product is: [NH2:7][C:8]1[CH:38]=[CH:37][C:11]([C:12]([C:14]2[CH:23]=[C:22]3[C:17](=[CH:16][CH:15]=2)[N:18]=[CH:19][C:20]([CH:24]2[CH2:29][CH2:28][NH:27][CH2:26][CH2:25]2)=[N:21]3)=[O:13])=[CH:10][CH:9]=1. (3) The product is: [I:1][C:2]1[N:6]([CH2:7][O:8][CH2:9][CH2:10][Si:11]([CH3:14])([CH3:13])[CH3:12])[C:5]([C:15]2([O:19][CH3:23])[CH2:18][O:17][CH2:16]2)=[N:4][C:3]=1[CH3:20]. Given the reactants [I:1][C:2]1[N:6]([CH2:7][O:8][CH2:9][CH2:10][Si:11]([CH3:14])([CH3:13])[CH3:12])[C:5]([C:15]2([OH:19])[CH2:18][O:17][CH2:16]2)=[N:4][C:3]=1[CH3:20].[H-].[Na+].[CH3:23]I, predict the reaction product. (4) The product is: [O:34]=[CH:24][C:25]1[CH:33]=[CH:32][C:30]([OH:31])=[C:27]([O:28][CH3:29])[CH:26]=1.[CH3:29][O:28][C:27]1[CH:26]=[C:25]([CH2:24][OH:34])[CH:33]=[CH:32][C:30]=1[OH:31]. Given the reactants C(O)(=O)/C=C/C1C=CC(O)=C(OC)C=1.N[C@H](C(O)=O)CC(=O)O.[C:24](O)(=[O:34])[C:25]1[CH:33]=[CH:32][C:30]([OH:31])=[C:27]([O:28][CH3:29])[CH:26]=1, predict the reaction product. (5) Given the reactants [N:1]1[CH:6]=[CH:5][CH:4]=[C:3]([NH:7][C:8](=[O:15])OCC(Cl)(Cl)Cl)[CH:2]=1.Cl.Cl.[F:18][C:19]1[CH:24]=[CH:23][C:22]([F:25])=[CH:21][C:20]=1[C:26]1[CH:31]=[CH:30][N:29]=[C:28]([N:32]2[CH2:37][CH2:36][NH:35][CH2:34][CH2:33]2)[N:27]=1, predict the reaction product. The product is: [F:18][C:19]1[CH:24]=[CH:23][C:22]([F:25])=[CH:21][C:20]=1[C:26]1[CH:31]=[CH:30][N:29]=[C:28]([N:32]2[CH2:37][CH2:36][N:35]([C:8]([NH:7][C:3]3[CH:2]=[N:1][CH:6]=[CH:5][CH:4]=3)=[O:15])[CH2:34][CH2:33]2)[N:27]=1. (6) Given the reactants [N:1]1[CH:6]=[CH:5][CH:4]=[C:3]([C:7]2[CH:8]=[C:9]3[C:13](=[CH:14][C:15]=2[C:16]2[CH:21]=[CH:20][C:19]([O:22]CC4C=CC=CC=4)=[CH:18][CH:17]=2)[NH:12][N:11]=[C:10]3[NH:30][C:31](=[O:35])[CH2:32][CH2:33][CH3:34])[CH:2]=1, predict the reaction product. The product is: [N:1]1[CH:6]=[CH:5][CH:4]=[C:3]([C:7]2[CH:8]=[C:9]3[C:13](=[CH:14][C:15]=2[C:16]2[CH:17]=[CH:18][C:19]([OH:22])=[CH:20][CH:21]=2)[NH:12][N:11]=[C:10]3[NH:30][C:31](=[O:35])[CH2:32][CH2:33][CH3:34])[CH:2]=1. (7) Given the reactants [S:1]([O-:5])([O-:4])(=[O:3])=[O:2].[OH:6][NH3+:7].O[NH3+].[C:10]1(=O)[CH2:15][CH2:14][CH2:13][CH2:12][CH2:11]1.N, predict the reaction product. The product is: [C:10]1(=[N:7][OH:6])[CH2:15][CH2:14][CH2:13][CH2:12][CH2:11]1.[S:1]([O-:5])([O-:4])(=[O:3])=[O:2].[NH4+:7].[NH4+:7].